Predict the reactants needed to synthesize the given product. From a dataset of Full USPTO retrosynthesis dataset with 1.9M reactions from patents (1976-2016). (1) Given the product [CH2:46]([S:48][CH2:49][CH2:50][O:35][C:31]1[CH:32]=[C:33]([CH3:34])[C:28]([C:24]2[CH:25]=[CH:26][CH:27]=[C:22]([CH2:21][N:8]([S:9]([C:12]3[CH:17]=[CH:16][CH:15]=[CH:14][C:13]=3[N+:18]([O-:20])=[O:19])(=[O:10])=[O:11])[C:6]3[CH:5]=[CH:4][C:3]([CH2:37][CH2:38][C:39]([O:41][C:42]([CH3:45])([CH3:44])[CH3:43])=[O:40])=[C:2]([F:1])[CH:7]=3)[CH:23]=2)=[C:29]([CH3:36])[CH:30]=1)[CH3:47], predict the reactants needed to synthesize it. The reactants are: [F:1][C:2]1[CH:7]=[C:6]([N:8]([CH2:21][C:22]2[CH:23]=[C:24]([C:28]3[C:33]([CH3:34])=[CH:32][C:31]([OH:35])=[CH:30][C:29]=3[CH3:36])[CH:25]=[CH:26][CH:27]=2)[S:9]([C:12]2[CH:17]=[CH:16][CH:15]=[CH:14][C:13]=2[N+:18]([O-:20])=[O:19])(=[O:11])=[O:10])[CH:5]=[CH:4][C:3]=1[CH2:37][CH2:38][C:39]([O:41][C:42]([CH3:45])([CH3:44])[CH3:43])=[O:40].[CH2:46]([S:48][CH2:49][CH2:50]O)[CH3:47].C(P(CCCC)CCCC)CCC.N(C(N1CCCCC1)=O)=NC(N1CCCCC1)=O. (2) Given the product [Cl:14][CH2:13][CH2:12][N:4]1[CH2:5][CH2:6][CH2:7][CH2:8][S:3]1(=[O:10])=[O:9], predict the reactants needed to synthesize it. The reactants are: [H-].[Na+].[S:3]1(=[O:10])(=[O:9])[CH2:8][CH2:7][CH2:6][CH2:5][NH:4]1.Br[CH2:12][CH2:13][Cl:14]. (3) Given the product [Br:8][C:3]1[CH:4]=[CH:5][CH:6]=[CH:7][C:2]=1[C:11]1[CH:10]=[CH:9][C:18]2[C:13](=[CH:14][CH:15]=[CH:16][CH:17]=2)[CH:12]=1, predict the reactants needed to synthesize it. The reactants are: Br[C:2]1[CH:7]=[CH:6][CH:5]=[CH:4][C:3]=1[Br:8].[CH:9]1[C:18]2[C:13](=[CH:14][CH:15]=[CH:16][CH:17]=2)[CH:12]=[CH:11][C:10]=1B(O)O. (4) Given the product [C:24]([O:14][CH:7]([O:6][C:5]1[CH:15]=[CH:16][C:2]([Cl:29])=[CH:3][CH:4]=1)[C:8]1[CH:13]=[CH:12][CH:11]=[CH:10][CH:9]=1)(=[O:26])[CH3:25], predict the reactants needed to synthesize it. The reactants are: F[C:2]1[CH:16]=[CH:15][C:5]([O:6][CH:7]([OH:14])[C:8]2[CH:13]=[CH:12][CH:11]=[CH:10][CH:9]=2)=[CH:4][CH:3]=1.C(N(CC)CC)C.[C:24](Cl)(=[O:26])[CH3:25].C(Cl)[Cl:29]. (5) Given the product [CH:31]([C@H:20]1[CH2:19][N:18]([C:16]([C:13]2[N:14]=[N:15][C:10]([C:8]3[O:9][CH:2]=[C:3]([CH:4]([CH3:6])[CH3:5])[N:7]=3)=[C:11]([CH:34]([CH3:35])[CH3:36])[CH:12]=2)=[O:17])[CH2:23][CH2:22][N:21]1[C:24]([O:26][C:27]([CH3:30])([CH3:28])[CH3:29])=[O:25])([CH3:33])[CH3:32], predict the reactants needed to synthesize it. The reactants are: O[CH2:2][C@@H:3]([NH:7][C:8]([C:10]1[N:15]=[N:14][C:13]([C:16]([N:18]2[CH2:23][CH2:22][N:21]([C:24]([O:26][C:27]([CH3:30])([CH3:29])[CH3:28])=[O:25])[C@@H:20]([CH:31]([CH3:33])[CH3:32])[CH2:19]2)=[O:17])=[CH:12][C:11]=1[CH:34]([CH3:36])[CH3:35])=[O:9])[CH:4]([CH3:6])[CH3:5].CC(OI1(OC(C)=O)(OC(C)=O)OC(=O)C2C=CC=CC1=2)=O.C1C=CC(P(C2C=CC=CC=2)C2C=CC=CC=2)=CC=1.C(C1C=CC=C(C(C)(C)C)N=1)(C)(C)C.BrC(C(Br)(Cl)Cl)(Cl)Cl.C1CCN2C(=NCCC2)CC1. (6) Given the product [ClH:1].[CH2:15]([CH:14]([C:8]1[C:5]2[N:6]([CH3:7])[C:2]([O:35][C:24]3[C:25]([CH3:34])=[CH:26][C:27]([O:29][C:30]([F:31])([F:32])[F:33])=[CH:28][C:23]=3[CH2:22][N:20]([CH3:19])[CH3:21])=[N:3][C:4]=2[C:11]([O:12][CH3:13])=[CH:10][CH:9]=1)[CH2:17][CH3:18])[CH3:16], predict the reactants needed to synthesize it. The reactants are: [Cl:1][C:2]1[N:6]([CH3:7])[C:5]2[C:8]([CH:14]([CH2:17][CH3:18])[CH2:15][CH3:16])=[CH:9][CH:10]=[C:11]([O:12][CH3:13])[C:4]=2[N:3]=1.[CH3:19][N:20]([CH2:22][C:23]1[CH:28]=[C:27]([O:29][C:30]([F:33])([F:32])[F:31])[CH:26]=[C:25]([CH3:34])[C:24]=1[OH:35])[CH3:21].Cl. (7) Given the product [CH2:1]([O:8][C:9]([C:11]1[CH:12]=[C:13]([C:20]([OH:22])=[O:21])[N:14]2[C:19]=1[CH:18]=[CH:17][CH:16]=[CH:15]2)=[O:10])[C:2]1[CH:7]=[CH:6][CH:5]=[CH:4][CH:3]=1, predict the reactants needed to synthesize it. The reactants are: [CH2:1]([O:8][C:9]([C:11]1[CH:12]=[C:13]([C:20]([O:22]CC=C)=[O:21])[N:14]2[C:19]=1[CH:18]=[CH:17][CH:16]=[CH:15]2)=[O:10])[C:2]1[CH:7]=[CH:6][CH:5]=[CH:4][CH:3]=1.N1CCOCC1. (8) Given the product [CH2:19]([O:18][CH2:17][CH2:16][O:15][C:12]1[CH:11]=[CH:10][C:9]([OH:8])=[CH:14][CH:13]=1)[CH2:20][CH3:21], predict the reactants needed to synthesize it. The reactants are: C([O:8][C:9]1[CH:14]=[CH:13][C:12]([O:15][CH2:16][CH2:17][O:18][CH2:19][CH2:20][CH3:21])=[CH:11][CH:10]=1)C1C=CC=CC=1.C(OCCOC1C=CC(O)=CC=1)(C)C. (9) Given the product [NH2:25][C:12]1[CH:13]=[C:14]([C:17]2[CH:18]=[N:19][C:20]([O:23][CH3:24])=[CH:21][CH:22]=2)[CH:15]=[CH:16][C:11]=1[C:9]([NH:8][C@H:7]([C:28]([O:30][CH3:31])=[O:29])[C@@H:6]([CH3:32])[O:5][C:2]([CH3:3])([CH3:4])[CH3:1])=[O:10], predict the reactants needed to synthesize it. The reactants are: [CH3:1][C:2]([O:5][C@H:6]([CH3:32])[C@@H:7]([C:28]([O:30][CH3:31])=[O:29])[NH:8][C:9]([C:11]1[CH:16]=[CH:15][C:14]([C:17]2[CH:18]=[N:19][C:20]([O:23][CH3:24])=[CH:21][CH:22]=2)=[CH:13][C:12]=1[N+:25]([O-])=O)=[O:10])([CH3:4])[CH3:3].